This data is from Ames mutagenicity test results for genotoxicity prediction. The task is: Regression/Classification. Given a drug SMILES string, predict its toxicity properties. Task type varies by dataset: regression for continuous values (e.g., LD50, hERG inhibition percentage) or binary classification for toxic/non-toxic outcomes (e.g., AMES mutagenicity, cardiotoxicity, hepatotoxicity). Dataset: ames. (1) The drug is CN(C)S(=O)(=O)N(SC(F)(Cl)Cl)c1ccccc1. The result is 0 (non-mutagenic). (2) The result is 1 (mutagenic). The compound is Cc1c2ccccc2c2ccc3cccc4ccc1c2c43. (3) The compound is Oc1c(Br)c(Br)c(Br)c(Br)c1Br. The result is 0 (non-mutagenic). (4) The compound is C[C@@H](O)c1ccc2ccc3cccc4ccc1c2c34. The result is 1 (mutagenic). (5) The compound is N#CNC(=N)N. The result is 1 (mutagenic). (6) The drug is CCCCCCCCCCCl. The result is 0 (non-mutagenic). (7) The molecule is COc1cc(Oc2ccc(Cl)cc2Cl)cc([N+](=O)[O-])c1. The result is 0 (non-mutagenic). (8) The compound is CC(=O)OCN(C)[N+](=O)[O-]. The result is 1 (mutagenic).